From a dataset of NCI-60 drug combinations with 297,098 pairs across 59 cell lines. Regression. Given two drug SMILES strings and cell line genomic features, predict the synergy score measuring deviation from expected non-interaction effect. (1) Drug 1: C1=CC(=CC=C1CCC2=CNC3=C2C(=O)NC(=N3)N)C(=O)NC(CCC(=O)O)C(=O)O. Drug 2: C1CN1P(=S)(N2CC2)N3CC3. Cell line: UO-31. Synergy scores: CSS=21.5, Synergy_ZIP=-4.43, Synergy_Bliss=-3.15, Synergy_Loewe=-8.79, Synergy_HSA=-1.35. (2) Drug 1: CC(CN1CC(=O)NC(=O)C1)N2CC(=O)NC(=O)C2. Drug 2: COCCOC1=C(C=C2C(=C1)C(=NC=N2)NC3=CC=CC(=C3)C#C)OCCOC.Cl. Cell line: ACHN. Synergy scores: CSS=42.3, Synergy_ZIP=-7.95, Synergy_Bliss=-3.91, Synergy_Loewe=2.31, Synergy_HSA=3.42. (3) Drug 1: CC12CCC3C(C1CCC2=O)CC(=C)C4=CC(=O)C=CC34C. Drug 2: COC1=CC(=CC(=C1O)OC)C2C3C(COC3=O)C(C4=CC5=C(C=C24)OCO5)OC6C(C(C7C(O6)COC(O7)C8=CC=CS8)O)O. Cell line: KM12. Synergy scores: CSS=57.1, Synergy_ZIP=11.6, Synergy_Bliss=12.5, Synergy_Loewe=5.74, Synergy_HSA=14.3. (4) Drug 1: CC(CN1CC(=O)NC(=O)C1)N2CC(=O)NC(=O)C2. Drug 2: C1=CN(C(=O)N=C1N)C2C(C(C(O2)CO)O)O.Cl. Cell line: RPMI-8226. Synergy scores: CSS=29.0, Synergy_ZIP=-2.59, Synergy_Bliss=-2.21, Synergy_Loewe=-3.03, Synergy_HSA=-1.33. (5) Drug 1: C1C(C(OC1N2C=NC3=C(N=C(N=C32)Cl)N)CO)O. Drug 2: CNC(=O)C1=NC=CC(=C1)OC2=CC=C(C=C2)NC(=O)NC3=CC(=C(C=C3)Cl)C(F)(F)F. Cell line: SF-295. Synergy scores: CSS=1.80, Synergy_ZIP=-4.09, Synergy_Bliss=-4.30, Synergy_Loewe=-4.59, Synergy_HSA=-3.68. (6) Drug 1: CC1=CC2C(CCC3(C2CCC3(C(=O)C)OC(=O)C)C)C4(C1=CC(=O)CC4)C. Drug 2: CN(C)C1=NC(=NC(=N1)N(C)C)N(C)C. Cell line: SR. Synergy scores: CSS=-8.51, Synergy_ZIP=-1.16, Synergy_Bliss=-7.22, Synergy_Loewe=-7.98, Synergy_HSA=-7.38.